From a dataset of Full USPTO retrosynthesis dataset with 1.9M reactions from patents (1976-2016). Predict the reactants needed to synthesize the given product. (1) Given the product [Cl:1][C:2]1[C:3]([C:8]2([C:9]#[N:10])[CH2:18][CH2:17][N:16]([CH2:20][C:21]3[CH:22]=[CH:23][C:24]([O:27][CH3:28])=[CH:25][CH:26]=3)[CH2:15][CH2:14]2)=[N:4][CH:5]=[CH:6][CH:7]=1, predict the reactants needed to synthesize it. The reactants are: [Cl:1][C:2]1[C:3]([CH2:8][C:9]#[N:10])=[N:4][CH:5]=[CH:6][CH:7]=1.[H-].[Na+].Cl[CH2:14][CH2:15][N:16]([CH2:20][C:21]1[CH:26]=[CH:25][C:24]([O:27][CH3:28])=[CH:23][CH:22]=1)[CH2:17][CH2:18]Cl.O. (2) The reactants are: [NH2:1][C:2]1[C:7]([Cl:8])=[CH:6][N:5]=[CH:4][C:3]=1[Cl:9].[H-].[Na+].[CH2:12]([O:14][C:15]([N:17]1[CH2:22][CH2:21][C:20]2[C:23]3[C:24](=[C:26]([O:42][CH3:43])[CH:27]=[CH:28][C:29]=3[C:30](OC3C=CC([N+]([O-])=O)=CC=3)=[O:31])[O:25][C:19]=2[CH2:18]1)=[O:16])[CH3:13].O. Given the product [Cl:9][C:3]1[CH:4]=[N:5][CH:6]=[C:7]([Cl:8])[C:2]=1[NH:1][C:30]([C:29]1[CH:28]=[CH:27][C:26]([O:42][CH3:43])=[C:24]2[O:25][C:19]3[CH2:18][N:17]([C:15]([O:14][CH2:12][CH3:13])=[O:16])[CH2:22][CH2:21][C:20]=3[C:23]=12)=[O:31], predict the reactants needed to synthesize it. (3) Given the product [C:1]([C:3]1[CH:11]=[CH:10][C:6]([C:7]([Cl:14])=[O:8])=[CH:5][CH:4]=1)#[N:2], predict the reactants needed to synthesize it. The reactants are: [C:1]([C:3]1[CH:11]=[CH:10][C:6]([C:7](O)=[O:8])=[CH:5][CH:4]=1)#[N:2].S(Cl)([Cl:14])=O. (4) Given the product [NH2:16][C:13]1[S:14][CH:15]=[C:11]([C:9]2[S:10][C:5]3[C:4]([N:17]4[CH2:22][CH2:21][O:20][CH2:19][CH2:18]4)=[N:3][C:2]([C:27]4[CH:26]=[N:25][C:24]([NH2:23])=[N:29][CH:28]=4)=[N:7][C:6]=3[CH:8]=2)[N:12]=1, predict the reactants needed to synthesize it. The reactants are: Cl[C:2]1[N:3]=[C:4]([N:17]2[CH2:22][CH2:21][O:20][CH2:19][CH2:18]2)[C:5]2[S:10][C:9]([C:11]3[N:12]=[C:13]([NH2:16])[S:14][CH:15]=3)=[CH:8][C:6]=2[N:7]=1.[NH2:23][C:24]1[N:29]=[CH:28][C:27](B2OC(C)(C)C(C)(C)O2)=[CH:26][N:25]=1. (5) Given the product [NH2:27][C:25]([C:16]1[CH:17]=[C:18]2[C:13](=[CH:14][CH:15]=1)[C:12](=[O:28])[N:11]([CH2:29][CH:30]([CH3:32])[CH3:31])[C:10]([CH2:9][NH:8][C:6](=[O:7])[O:5][C:1]([CH3:4])([CH3:3])[CH3:2])=[C:19]2[O:20][CH2:21][CH2:22][CH2:23][CH3:24])=[S:42], predict the reactants needed to synthesize it. The reactants are: [C:1]([O:5][C:6]([NH:8][CH2:9][C:10]1[N:11]([CH2:29][CH:30]([CH3:32])[CH3:31])[C:12](=[O:28])[C:13]2[C:18]([C:19]=1[O:20][CH2:21][CH2:22][CH2:23][CH3:24])=[CH:17][C:16]([C:25]([NH2:27])=O)=[CH:15][CH:14]=2)=[O:7])([CH3:4])([CH3:3])[CH3:2].COC1C=CC(P2(SP(C3C=CC(OC)=CC=3)(=S)S2)=[S:42])=CC=1. (6) The reactants are: Cl[C:2]1[N:3]=[CH:4][CH:5]=[C:6]2[C:10]([CH2:11][CH2:12][O:13][C:14]3[CH:19]=[CH:18][C:17]([O:20][C:21]([F:24])([F:23])[F:22])=[CH:16][CH:15]=3)=[C:9]([C:25]([O:27][CH2:28][CH3:29])=[O:26])[N:8](C(OC(C)(C)C)=O)[C:7]=12.[CH2:37]([O:39][C:40]1[CH:41]=[C:42](B(O)O)[CH:43]=[CH:44][CH:45]=1)[CH3:38].[F-].[K+]. Given the product [CH2:37]([O:39][C:40]1[CH:41]=[C:42]([C:2]2[N:3]=[CH:4][CH:5]=[C:6]3[C:10]([CH2:11][CH2:12][O:13][C:14]4[CH:19]=[CH:18][C:17]([O:20][C:21]([F:23])([F:22])[F:24])=[CH:16][CH:15]=4)=[C:9]([C:25]([O:27][CH2:28][CH3:29])=[O:26])[NH:8][C:7]=23)[CH:43]=[CH:44][CH:45]=1)[CH3:38], predict the reactants needed to synthesize it.